Dataset: Full USPTO retrosynthesis dataset with 1.9M reactions from patents (1976-2016). Task: Predict the reactants needed to synthesize the given product. (1) Given the product [ClH:27].[ClH:32].[Cl:27][C:23]1[C:24]([F:26])=[CH:25][C:20]([C:18]2[N:19]=[C:14]([N:11]3[CH2:10][CH2:9][NH:8][CH2:13][CH2:12]3)[C:15]3[S:31][CH:30]=[CH:29][C:16]=3[N:17]=2)=[C:21]([F:28])[CH:22]=1, predict the reactants needed to synthesize it. The reactants are: C(OC([N:8]1[CH2:13][CH2:12][N:11]([C:14]2[C:15]3[S:31][CH:30]=[CH:29][C:16]=3[N:17]=[C:18]([C:20]3[CH:25]=[C:24]([F:26])[C:23]([Cl:27])=[CH:22][C:21]=3[F:28])[N:19]=2)[CH2:10][CH2:9]1)=O)(C)(C)C.[ClH:32].O1CCOCC1. (2) Given the product [Cl:1][C:2]1[CH:7]=[CH:6][CH:5]=[C:4]([C:8]2[CH:13]=[CH:12][C:11]([O:14][CH2:15][C:16]3[CH:25]=[CH:24][C:23]4[C:18](=[CH:19][CH:20]=[CH:21][CH:22]=4)[N:17]=3)=[CH:10][CH:9]=2)[C:3]=1[OH:26], predict the reactants needed to synthesize it. The reactants are: [Cl:1][C:2]1[C:3]([O:26]C2CCCCO2)=[C:4]([C:8]2[CH:13]=[CH:12][C:11]([O:14][CH2:15][C:16]3[CH:25]=[CH:24][C:23]4[C:18](=[CH:19][CH:20]=[CH:21][CH:22]=4)[N:17]=3)=[CH:10][CH:9]=2)[CH:5]=[CH:6][CH:7]=1.C1(C)C=CC(S([O-])(=O)=O)=CC=1.[NH+]1C=CC=CC=1. (3) The reactants are: C([O:3][C:4]([C:6]1[C:7]([CH3:25])=[N:8][N:9]2[C:14]([O:15][CH2:16][C:17]3[C:22]([F:23])=[CH:21][CH:20]=[CH:19][C:18]=3[F:24])=[CH:13][CH:12]=[CH:11][C:10]=12)=[O:5])C.[OH-].[Na+]. Given the product [F:24][C:18]1[CH:19]=[CH:20][CH:21]=[C:22]([F:23])[C:17]=1[CH2:16][O:15][C:14]1[N:9]2[N:8]=[C:7]([CH3:25])[C:6]([C:4]([OH:5])=[O:3])=[C:10]2[CH:11]=[CH:12][CH:13]=1, predict the reactants needed to synthesize it. (4) Given the product [C:3]([C:6]1[CH:11]=[C:10]([CH3:12])[CH:9]=[C:8]([CH3:13])[C:7]=1[NH:14][C:15]([C:17]1[S:18][CH:19]=[CH:20][C:21]=1[S:22]([NH:25][C:26]1[O:30][N:29]=[C:28]([CH3:31])[C:27]=1[CH3:32])(=[O:23])=[O:24])=[O:16])(=[O:5])[CH3:4].[OH-:40].[Na+:2].[C:3]([C:6]1[CH:11]=[C:10]([CH3:12])[CH:9]=[C:8]([CH3:13])[C:7]=1[NH:14][C:15]([C:17]1[S:18][CH:19]=[CH:20][C:21]=1[S:22]([NH:25][C:26]1[O:30][N:29]=[C:28]([CH3:31])[C:27]=1[CH3:32])(=[O:23])=[O:24])=[O:16])(=[O:5])[CH3:4].[P:49]([O-:52])([O-:51])([O-:50])=[O:48], predict the reactants needed to synthesize it. The reactants are: [OH-].[Na+:2].[C:3]([C:6]1[CH:11]=[C:10]([CH3:12])[CH:9]=[C:8]([CH3:13])[C:7]=1[NH:14][C:15]([C:17]1[S:18][CH:19]=[CH:20][C:21]=1[S:22]([NH:25][C:26]1[O:30][N:29]=[C:28]([CH3:31])[C:27]=1[CH3:32])(=[O:24])=[O:23])=[O:16])(=[O:5])[CH3:4].O.O.O.O.O.O.O.[OH:40]P([O-])([O-])=O.[Na+].[Na+].O.[OH:48][P:49]([O-:52])([OH:51])=[O:50].[Na+].